The task is: Predict the product of the given reaction.. This data is from Forward reaction prediction with 1.9M reactions from USPTO patents (1976-2016). (1) Given the reactants [CH3:1][C:2]([C:5]1[CH:6]=[C:7]([NH:16][C:17]([NH:19][CH2:20][C:21]2[CH:26]=[CH:25][C:24]([N+:27]([O-])=O)=[CH:23][CH:22]=2)=[O:18])[CH:8]=[C:9]([C:12]([CH3:15])([CH3:14])[CH3:13])[C:10]=1[OH:11])([CH3:4])[CH3:3], predict the reaction product. The product is: [NH2:27][C:24]1[CH:25]=[CH:26][C:21]([CH2:20][NH:19][C:17]([NH:16][C:7]2[CH:6]=[C:5]([C:2]([CH3:1])([CH3:3])[CH3:4])[C:10]([OH:11])=[C:9]([C:12]([CH3:15])([CH3:14])[CH3:13])[CH:8]=2)=[O:18])=[CH:22][CH:23]=1. (2) Given the reactants Cl[C:2]1[CH:9]=[CH:8][C:5]([C:6]#[N:7])=[CH:4][C:3]=1[N+:10]([O-:12])=[O:11].[C:13]([NH:20][CH:21]1[CH2:26][CH2:25][CH2:24][NH:23][CH2:22]1)([O:15][C:16]([CH3:19])([CH3:18])[CH3:17])=[O:14].CCN(C(C)C)C(C)C, predict the reaction product. The product is: [C:6]([C:5]1[CH:8]=[CH:9][C:2]([N:23]2[CH2:24][CH2:25][CH2:26][CH:21]([NH:20][C:13](=[O:14])[O:15][C:16]([CH3:18])([CH3:17])[CH3:19])[CH2:22]2)=[C:3]([N+:10]([O-:12])=[O:11])[CH:4]=1)#[N:7]. (3) The product is: [Cl:1][C:2]1[C:3]([C:23]2[C:28]([Cl:29])=[CH:27][N:26]=[C:25]([NH:43][C@H:40]3[CH2:39][CH2:38][C@H:37]([NH:36][C@H:34]([CH3:35])[CH2:33][O:32][CH3:31])[CH2:42][CH2:41]3)[CH:24]=2)=[N:4][C:5]([NH:8][CH2:16][C@@H:17]2[CH2:22][CH2:21][CH2:20][O:19][CH2:18]2)=[CH:6][CH:7]=1. Given the reactants [Cl:1][C:2]1[C:3]([C:23]2[C:28]([Cl:29])=[CH:27][N:26]=[C:25](F)[CH:24]=2)=[N:4][C:5]([N:8]([CH2:16][CH:17]2[CH2:22][CH2:21][CH2:20][O:19][CH2:18]2)C(=O)OC(C)(C)C)=[CH:6][CH:7]=1.[CH3:31][O:32][CH2:33][C@H:34]([NH:36][C@H:37]1[CH2:42][CH2:41][C@H:40]([NH2:43])[CH2:39][CH2:38]1)[CH3:35].CCN(C(C)C)C(C)C, predict the reaction product. (4) Given the reactants [NH2:1][C@@H:2]([CH2:5][N:6]([C:10]1[CH:15]=[CH:14][C:13]([CH2:16][C:17]2[CH:22]=[CH:21][CH:20]=[CH:19][CH:18]=2)=[CH:12][CH:11]=1)[CH:7]([CH3:9])[CH3:8])[CH2:3][OH:4].[N:23]#[C:24]Br, predict the reaction product. The product is: [CH2:16]([C:13]1[CH:12]=[CH:11][C:10]([N:6]([CH2:5][C@H:2]2[CH2:3][O:4][C:24]([NH2:23])=[N:1]2)[CH:7]([CH3:8])[CH3:9])=[CH:15][CH:14]=1)[C:17]1[CH:22]=[CH:21][CH:20]=[CH:19][CH:18]=1. (5) The product is: [Br:25][C:26]1[CH:31]=[CH:30][C:29]([F:32])=[CH:28][C:27]=1[O:1][CH:2]1[CH2:3][CH2:4][N:5]([C:8]2[N:9]=[CH:10][C:11]([C:14]3[CH:15]=[C:16]([CH:22]=[CH:23][CH:24]=3)[C:17]([O:19][CH2:20][CH3:21])=[O:18])=[CH:12][N:13]=2)[CH2:6][CH2:7]1. Given the reactants [OH:1][CH:2]1[CH2:7][CH2:6][N:5]([C:8]2[N:13]=[CH:12][C:11]([C:14]3[CH:15]=[C:16]([CH:22]=[CH:23][CH:24]=3)[C:17]([O:19][CH2:20][CH3:21])=[O:18])=[CH:10][N:9]=2)[CH2:4][CH2:3]1.[Br:25][C:26]1[CH:31]=[CH:30][C:29]([F:32])=[CH:28][C:27]=1O, predict the reaction product. (6) The product is: [CH2:1]([N:8]1[CH2:13][CH2:12][C:11]2([C:17]3[CH:18]=[C:19]([Cl:22])[CH:20]=[CH:21][C:16]=3[CH2:15][O:14]2)[CH2:10][CH2:9]1)[C:2]1[CH:3]=[CH:4][CH:5]=[CH:6][CH:7]=1. Given the reactants [CH2:1]([N:8]1[CH2:13][CH2:12][C:11]2([C:17]3[CH:18]=[C:19]([Cl:22])[CH:20]=[CH:21][C:16]=3[C:15](=O)[O:14]2)[CH2:10][CH2:9]1)[C:2]1[CH:7]=[CH:6][CH:5]=[CH:4][CH:3]=1.B.Cl.[OH-].[Na+], predict the reaction product. (7) Given the reactants [Cl:1][C:2]1[CH:3]=[CH:4][C:5]([C:28]([F:31])([F:30])[F:29])=[C:6]([CH:27]=1)[CH2:7][N:8]1[CH2:13][CH2:12][NH:11][C:10]2[N:14]=[CH:15][C:16]([C:18]3[CH:26]=[CH:25][C:21]([C:22]([OH:24])=O)=[CH:20][CH:19]=3)=[CH:17][C:9]1=2.[O:32]1[C:40]2[CH:39]=[CH:38][N:37]=[C:36]([N:41]3[CH2:46][CH2:45][NH:44][CH2:43][CH2:42]3)[C:35]=2[CH:34]=[CH:33]1, predict the reaction product. The product is: [Cl:1][C:2]1[CH:3]=[CH:4][C:5]([C:28]([F:30])([F:31])[F:29])=[C:6]([CH:27]=1)[CH2:7][N:8]1[CH2:13][CH2:12][NH:11][C:10]2[N:14]=[CH:15][C:16]([C:18]3[CH:26]=[CH:25][C:21]([C:22]([N:44]4[CH2:45][CH2:46][N:41]([C:36]5[C:35]6[CH:34]=[CH:33][O:32][C:40]=6[CH:39]=[CH:38][N:37]=5)[CH2:42][CH2:43]4)=[O:24])=[CH:20][CH:19]=3)=[CH:17][C:9]1=2. (8) Given the reactants [CH:1]([NH:3][NH:4][C:5]([NH:7][C:8]1[CH:13]=[C:12]([C:14]([O:16]C)=[O:15])[CH:11]=[CH:10][C:9]=1Cl)=[O:6])=O.[ClH:19], predict the reaction product. The product is: [Cl:19][C:11]1[CH:10]=[CH:9][C:8]([N:7]2[C:5](=[O:6])[NH:4][N:3]=[CH:1]2)=[CH:13][C:12]=1[C:14]([OH:16])=[O:15]. (9) Given the reactants C([O:8][N:9]1[C:15](=[O:16])[N:14]2[CH2:17][C@H:10]1[CH2:11][CH2:12][C@H:13]2[C:18]1[O:22][C:21]([C:23]([NH2:25])=[O:24])=[N:20][N:19]=1)C1C=CC=CC=1, predict the reaction product. The product is: [OH:8][N:9]1[C:15](=[O:16])[N:14]2[CH2:17][C@H:10]1[CH2:11][CH2:12][C@H:13]2[C:18]1[O:22][C:21]([C:23]([NH2:25])=[O:24])=[N:20][N:19]=1. (10) The product is: [CH2:17]([N:13]1[C:12]2[CH2:11][CH2:10][CH2:9][CH2:8][C:7]=2[C:6]2[C:14]1=[CH:15][CH:16]=[C:4]([NH2:1])[CH:5]=2)[CH2:18][CH3:19]. Given the reactants [N+:1]([C:4]1[CH:5]=[C:6]2[C:14](=[CH:15][CH:16]=1)[N:13]([CH2:17][CH2:18][CH3:19])[C:12]1[CH2:11][CH2:10][CH2:9][CH2:8][C:7]2=1)([O-])=O.CO.[H][H], predict the reaction product.